The task is: Predict which catalyst facilitates the given reaction.. This data is from Catalyst prediction with 721,799 reactions and 888 catalyst types from USPTO. (1) Reactant: [S:1]1[CH:5]=[CH:4][N:3]=[C:2]1[N:6]1[CH2:11][CH2:10][CH:9]([O:12][C:13]2[CH:18]=[CH:17][CH:16]=[CH:15][C:14]=2[C:19]([F:22])([F:21])[F:20])[CH2:8][CH2:7]1.C[Si]([O:27][S:28](Cl)(=[O:30])=[O:29])(C)C. Product: [F:21][C:19]([F:22])([F:20])[C:14]1[CH:15]=[CH:16][CH:17]=[CH:18][C:13]=1[O:12][CH:9]1[CH2:8][CH2:7][N:6]([C:2]2[S:1][C:5]([S:28]([OH:30])(=[O:29])=[O:27])=[CH:4][N:3]=2)[CH2:11][CH2:10]1. The catalyst class is: 116. (2) Reactant: [Cl:1][C:2]1[CH:3]=[C:4]([N:8]2[CH2:14][CH2:13][CH2:12][N:11]([C:15]([O:17][C:18]([CH3:21])([CH3:20])[CH3:19])=[O:16])[CH2:10][CH2:9]2)[CH:5]=[N:6][CH:7]=1.[Cl:22]N1C(C)(C)C(=O)N(Cl)C1=O. Product: [Cl:1][C:2]1[CH:3]=[C:4]([N:8]2[CH2:14][CH2:13][CH2:12][N:11]([C:15]([O:17][C:18]([CH3:21])([CH3:20])[CH3:19])=[O:16])[CH2:10][CH2:9]2)[CH:5]=[N:6][C:7]=1[Cl:22]. The catalyst class is: 4. (3) Reactant: [NH:1]1[C:9]2[C:4](=[CH:5][CH:6]=[C:7]([C:10]([OH:12])=[O:11])[CH:8]=2)[CH:3]=[CH:2]1.C[O:14][C:15]([C@@H:17]1O[CH2:18]1)=[O:16].[H-].[Na+].Cl.[Si](C=[N+]=[N-])(C)(C)[CH3:24]. Product: [CH:3]1[C:4]2[C:9]3[N:1]([CH:17]([C:15]([OH:14])=[O:16])[CH:18]=[CH:24][C:8]=3[C:7]([C:10]([OH:12])=[O:11])=[CH:6][CH:5]=2)[CH:2]=1. The catalyst class is: 58. (4) Reactant: [CH2:1]([N:8]1[CH2:15][CH:14]2[CH2:16][CH:10]([CH2:11][N:12]([C:17]#[N:18])[CH2:13]2)[CH2:9]1)[C:2]1[CH:7]=[CH:6][CH:5]=[CH:4][CH:3]=1.[N-:19]=[N+:20]=[N-:21].[Na+].[NH4+].[Cl-]. Product: [NH4+:8].[CH2:1]([N:8]1[CH2:9][CH:10]2[CH2:16][CH:14]([CH2:13][N:12]([C:17]3[N:19]=[N:20][NH:21][N:18]=3)[CH2:11]2)[CH2:15]1)[C:2]1[CH:3]=[CH:4][CH:5]=[CH:6][CH:7]=1. The catalyst class is: 3. (5) Reactant: Cl[C:2]1[CH:3]=[CH:4][C:5]2[O:14][CH2:13][CH2:12][C:11]3[CH:10]=[C:9]([C:15]4[N:16]([C:20]5[CH:25]=[CH:24][C:23]([F:26])=[CH:22][C:21]=5[F:27])[N:17]=[CH:18][N:19]=4)[S:8][C:7]=3[C:6]=2[N:28]=1.[CH3:29][C@H:30]1[CH2:35][NH:34][CH2:33][C@@H:32]([CH3:36])[NH:31]1.CC([O-])(C)C.[Na+].C(N1CCN2CCN(CCCC)P1N(CCCC)CC2)CCC. The catalyst class is: 318. Product: [F:27][C:21]1[CH:22]=[C:23]([F:26])[CH:24]=[CH:25][C:20]=1[N:16]1[C:15]([C:9]2[S:8][C:7]3[C:6]4[N:28]=[C:2]([N:34]5[CH2:33][C@H:32]([CH3:36])[NH:31][C@H:30]([CH3:29])[CH2:35]5)[CH:3]=[CH:4][C:5]=4[O:14][CH2:13][CH2:12][C:11]=3[CH:10]=2)=[N:19][CH:18]=[N:17]1. (6) The catalyst class is: 5. Reactant: [Cl-].[CH3:2][O:3][CH2:4][P+](C1C=CC=CC=1)(C1C=CC=CC=1)C1C=CC=CC=1.C[O-].[Na+].[CH3:27][S:28]([C:31]1[CH:38]=[CH:37][C:34]([CH:35]=O)=[CH:33][CH:32]=1)(=[O:30])=[O:29]. Product: [CH3:27][S:28]([C:31]1[CH:38]=[CH:37][C:34]([CH:35]=[CH:2][O:3][CH3:4])=[CH:33][CH:32]=1)(=[O:30])=[O:29]. (7) Reactant: [CH3:1][N:2]1[CH2:7][CH2:6][C:5](=[O:8])[CH2:4][CH2:3]1.[Si](OS(C(F)(F)F)(=O)=O)(C)(C)C.[CH2:21]1[C:35]2[C:30](=[CH:31][CH:32]=[CH:33][CH:34]=2)[CH:29](O)[C:28]2[C:23](=[CH:24][CH:25]=[CH:26][CH:27]=2)[CH2:22]1.C(=O)(O)[O-].[Na+]. Product: [CH:24]1[C:23]2[CH2:22][CH2:21][C:35]3[CH:34]=[CH:33][CH:32]=[CH:31][C:30]=3[CH:29]([CH:4]3[C:5](=[O:8])[CH2:6][CH2:7][N:2]([CH3:1])[CH2:3]3)[C:28]=2[CH:27]=[CH:26][CH:25]=1. The catalyst class is: 46. (8) Reactant: [OH-].[Na+].[Cl:3][C:4]1[CH:26]=[CH:25][C:7]([O:8][C:9]2[C:18]3[C:13](=[CH:14][C:15]([O:23][CH3:24])=[C:16]([C:19]([O:21]C)=[O:20])[CH:17]=3)[N:12]=[CH:11][CH:10]=2)=[CH:6][C:5]=1[N+:27]([O-:29])=[O:28].Cl. Product: [Cl:3][C:4]1[CH:26]=[CH:25][C:7]([O:8][C:9]2[C:18]3[C:13](=[CH:14][C:15]([O:23][CH3:24])=[C:16]([C:19]([OH:21])=[O:20])[CH:17]=3)[N:12]=[CH:11][CH:10]=2)=[CH:6][C:5]=1[N+:27]([O-:29])=[O:28]. The catalyst class is: 5. (9) Reactant: [CH:1]1[C:13]2[C:12](=[CH:14][C:15]([NH:17][CH2:18][CH2:19][CH2:20][CH2:21][CH2:22][C:23](O)=[O:24])=[O:16])[C:11]3[C:6](=[CH:7][CH:8]=[CH:9][CH:10]=3)[C:5]=2[CH:4]=[CH:3][CH:2]=1.Cl.C(N=C=NCCCN(C)C)C.OC1C2N=NNC=2C=CC=1.C(N(CC)CC)C.[F:55][C:56]([F:66])([F:65])[C:57]1[CH:62]=[CH:61][C:60]([NH2:63])=[C:59]([NH2:64])[CH:58]=1. Product: [CH:10]1[C:11]2[C:12](=[CH:14][C:15]([NH:17][CH2:18][CH2:19][CH2:20][CH2:21][CH2:22][C:23]([NH:63][C:60]3[CH:61]=[CH:62][C:57]([C:56]([F:65])([F:66])[F:55])=[CH:58][C:59]=3[NH2:64])=[O:24])=[O:16])[C:13]3[C:5](=[CH:4][CH:3]=[CH:2][CH:1]=3)[C:6]=2[CH:7]=[CH:8][CH:9]=1. The catalyst class is: 650. (10) Reactant: [Br:1][C:2]1[N:6]2[N:7]=[CH:8][CH:9]=[C:10]([N:11]3[CH2:16][CH2:15][O:14][CH2:13][CH2:12]3)[C:5]2=[N:4][C:3]=1[CH2:17][OH:18].Cl[C:20]1[CH:29]=[CH:28][C:27]2[C:22](=[CH:23][CH:24]=[CH:25][CH:26]=2)[N:21]=1.[H-].[Na+]. Product: [Br:1][C:2]1[N:6]2[N:7]=[CH:8][CH:9]=[C:10]([N:11]3[CH2:16][CH2:15][O:14][CH2:13][CH2:12]3)[C:5]2=[N:4][C:3]=1[CH2:17][O:18][C:20]1[CH:29]=[CH:28][C:27]2[C:22](=[CH:23][CH:24]=[CH:25][CH:26]=2)[N:21]=1. The catalyst class is: 9.